Task: Regression/Classification. Given a drug SMILES string, predict its toxicity properties. Task type varies by dataset: regression for continuous values (e.g., LD50, hERG inhibition percentage) or binary classification for toxic/non-toxic outcomes (e.g., AMES mutagenicity, cardiotoxicity, hepatotoxicity). Dataset: herg_karim.. Dataset: hERG potassium channel inhibition data for cardiac toxicity prediction from Karim et al. (1) The drug is CO[C@@H]1COCC[C@@H]1N[C@@H]1CC[C@@](C(=O)N2CCN(c3nccc(C(F)(F)F)n3)CC2)(C(C)C)C1. The result is 1 (blocker). (2) The compound is COC[C@H](C)COCc1ccc([C@]2(O)CCNC[C@@H]2c2ccc(-c3ccccc3CCNC(C)=O)cc2C)cc1. The result is 1 (blocker). (3) The molecule is COCC(=O)O[C@]1(CCN(C)CCCc2nc3ccccc3[nH]2)CCc2cc(F)ccc2[C@@H]1C(C)C. The result is 1 (blocker). (4) The molecule is Cc1ncoc1-c1nnc(SCCCN2CC[C@@]3(C[C@H]3c3ccc(C(F)(F)F)cc3F)C2)n1C. The result is 1 (blocker). (5) The molecule is O=S(=O)(c1ccccc1F)C1(F)CCN(CCc2ccc(F)cc2F)CC1. The result is 1 (blocker). (6) The molecule is CCCN(c1cncnc1)P(=O)(c1ccccc1)c1ccccc1. The result is 0 (non-blocker). (7) The drug is Cn1c(=O)c2c(nc(N3CCC[C@@H](N)C3)n2Cc2ccccc2Cl)c2ccc(C#N)cc21. The result is 1 (blocker).